Dataset: Catalyst prediction with 721,799 reactions and 888 catalyst types from USPTO. Task: Predict which catalyst facilitates the given reaction. (1) Reactant: [CH3:1][C:2]1[NH:7][C:6](=[O:8])[NH:5][C:4](=[O:9])[C:3]=1[S:10](Cl)(=[O:12])=[O:11].[CH3:14][O:15][C:16]1[CH:23]=[CH:22][C:19]([CH2:20][NH2:21])=[CH:18][CH:17]=1.CCN(CC)CC. Product: [CH3:14][O:15][C:16]1[CH:23]=[CH:22][C:19]([CH2:20][NH:21][S:10]([C:3]2[C:4](=[O:9])[NH:5][C:6](=[O:8])[NH:7][C:2]=2[CH3:1])(=[O:12])=[O:11])=[CH:18][CH:17]=1. The catalyst class is: 34. (2) Reactant: Cl[C:2]1[N:7]=[C:6]([NH:8][C:9]2[CH:14]=[CH:13][C:12]([O:15][C:16]([F:19])([F:18])[F:17])=[CH:11][CH:10]=2)[CH:5]=[C:4]([Cl:20])[N:3]=1.[NH:21]1[CH2:26][CH2:25][O:24][CH2:23][CH2:22]1.C(N(CC)CC)C. Product: [Cl:20][C:4]1[N:3]=[C:2]([N:21]2[CH2:26][CH2:25][O:24][CH2:23][CH2:22]2)[N:7]=[C:6]([NH:8][C:9]2[CH:14]=[CH:13][C:12]([O:15][C:16]([F:19])([F:18])[F:17])=[CH:11][CH:10]=2)[CH:5]=1. The catalyst class is: 8. (3) Reactant: [F:1][C:2]1[CH:7]=[CH:6][C:5]([C:8]2[C:12]([C:13]3[CH:18]=[CH:17][N:16]=[CH:15][CH:14]=3)=[CH:11][NH:10][N:9]=2)=[CH:4][CH:3]=1.[Br:19]N1C(=O)CCC1=O.O.C(OCC)(=O)C. Product: [Br:19][C:11]1[NH:10][N:9]=[C:8]([C:5]2[CH:4]=[CH:3][C:2]([F:1])=[CH:7][CH:6]=2)[C:12]=1[C:13]1[CH:18]=[CH:17][N:16]=[CH:15][CH:14]=1. The catalyst class is: 9. (4) Product: [CH:25]1([CH2:24][C:4]([CH3:5])([C:6]2[CH:11]=[CH:10][CH:9]=[CH:8][CH:7]=2)[C:3]([O:2][CH3:1])=[O:12])[CH2:30][CH2:29][CH2:28][CH2:27][CH2:26]1. The catalyst class is: 7. Reactant: [CH3:1][O:2][C:3](=[O:12])[CH:4]([C:6]1[CH:11]=[CH:10][CH:9]=[CH:8][CH:7]=1)[CH3:5].C[Si](C)(C)[N-][Si](C)(C)C.[Li+].Br[CH2:24][CH:25]1[CH2:30][CH2:29][CH2:28][CH2:27][CH2:26]1. (5) Reactant: Br[C:2]1[C:3]([O:10][CH3:11])=[N:4][C:5]([O:8][CH3:9])=[CH:6][CH:7]=1.C([Li])CCC.[Si:17]([O:24][CH2:25][C@H:26]1[N:30]=[CH:29][C@@H:28]2[O:31][C:32]([CH3:35])([CH3:34])[O:33][C@H:27]12)([C:20]([CH3:23])([CH3:22])[CH3:21])([CH3:19])[CH3:18]. Product: [Si:17]([O:24][CH2:25][C@H:26]1[NH:30][CH:29]([C:2]2[C:3]([O:10][CH3:11])=[N:4][C:5]([O:8][CH3:9])=[CH:6][CH:7]=2)[C@@H:28]2[O:31][C:32]([CH3:35])([CH3:34])[O:33][C@H:27]12)([C:20]([CH3:23])([CH3:21])[CH3:22])([CH3:19])[CH3:18]. The catalyst class is: 207.